This data is from Reaction yield outcomes from USPTO patents with 853,638 reactions. The task is: Predict the reaction yield, written as a fraction of the theoretical maximum amount of product (1.0 means a 100% yield; for example, 0.34 means a 34% yield). (1) The reactants are Cl.[NH2:2][C:3]1[CH:4]=[CH:5][C:6]2[C:12]3[S:13][C:14]([C:16]([N:18]([C:20]4[CH:25]=[CH:24][CH:23]=[CH:22][C:21]=4[Cl:26])[CH3:19])=[O:17])=[CH:15][C:11]=3[CH2:10][CH2:9][O:8][C:7]=2[CH:27]=1.CCN(C(C)C)C(C)C.[CH2:37]([N:39]=[C:40]=[O:41])[CH3:38].[Cl-].[NH4+]. The catalyst is C1COCC1. The product is [Cl:26][C:21]1[CH:22]=[CH:23][CH:24]=[CH:25][C:20]=1[N:18]([CH3:19])[C:16]([C:14]1[S:13][C:12]2[C:6]3[CH:5]=[CH:4][C:3]([NH:2][C:40]([NH:39][CH2:37][CH3:38])=[O:41])=[CH:27][C:7]=3[O:8][CH2:9][CH2:10][C:11]=2[CH:15]=1)=[O:17]. The yield is 0.420. (2) The reactants are Cl[C:2]1[C:7]([N+:8]([O-:10])=[O:9])=[C:6]([Cl:11])[N:5]=[C:4]([CH3:12])[N:3]=1.C(N(CC)CC)C.[CH2:20]([NH:22][CH2:23][CH2:24][CH2:25][CH3:26])[CH3:21]. The catalyst is C(O)C. The product is [Cl:11][C:6]1[C:7]([N+:8]([O-:10])=[O:9])=[C:2]([N:22]([CH2:20][CH3:21])[CH2:23][CH2:24][CH2:25][CH3:26])[N:3]=[C:4]([CH3:12])[N:5]=1. The yield is 0.920. (3) The reactants are [C:1]([O:5][C:6]1[CH:11]=[N:10][CH:9]=[C:8]([CH:12]=C)[N:7]=1)([CH3:4])([CH3:3])[CH3:2].S([O-])([O-])=[O:15].[Na+].[Na+].O. The catalyst is C(O)(C)(C)C. The product is [C:1]([O:5][C:6]1[N:7]=[C:8]([CH:12]=[O:15])[CH:9]=[N:10][CH:11]=1)([CH3:4])([CH3:3])[CH3:2]. The yield is 0.960. (4) The reactants are O[CH2:2][C:3]1([C:9]([O:11][CH3:12])=[O:10])[CH:8]=[CH:7][CH:6]=[CH:5][NH:4]1.C(N(CC)CC)C.[CH3:20][S:21](Cl)(=[O:23])=[O:22]. The catalyst is C(Cl)Cl. The product is [CH3:20][S:21]([CH2:2][C:3]1([C:9]([O:11][CH3:12])=[O:10])[CH:8]=[CH:7][CH:6]=[CH:5][NH:4]1)(=[O:23])=[O:22]. The yield is 1.00. (5) The reactants are C(OC(C1C(=O)N(CCC(C)C)N2C=CC=C2C=1O)=O)C.NC1C=CC(NS(C)(=O)=O)=CC=1S(N)(=O)=O.[CH3:38][S:39]([NH:42][C:43]1[CH:48]=[CH:47][C:46]([NH:49][C:50]([C:52]2[C:57](=[O:58])[N:56]([CH2:59][CH2:60][CH:61]([CH3:63])[CH3:62])[N:55]3[CH:64]=[CH:65][CH:66]=[C:54]3[C:53]=2[OH:67])=O)=[C:45]([S:68](=[O:71])(=[O:70])[NH2:69])[CH:44]=1)(=[O:41])=[O:40].N12CCCN=C1CCCCC2. The catalyst is N1C=CC=CC=1. The product is [OH:67][C:53]1[C:54]2[N:55]([CH:64]=[CH:65][CH:66]=2)[N:56]([CH2:59][CH2:60][CH:61]([CH3:63])[CH3:62])[C:57](=[O:58])[C:52]=1[C:50]1[NH:49][C:46]2[CH:47]=[CH:48][C:43]([NH:42][S:39]([CH3:38])(=[O:41])=[O:40])=[CH:44][C:45]=2[S:68](=[O:71])(=[O:70])[N:69]=1. The yield is 0.0970. (6) The reactants are [N+:1]([C:4]1[CH:9]=[C:8]([N+:10]([O-])=O)[CH:7]=[CH:6][C:5]=1[S:13][CH2:14][C:15]([OH:17])=O)([O-])=O.O.O.[Sn](Cl)Cl. The catalyst is C(O)C. The product is [NH2:10][C:8]1[CH:7]=[CH:6][C:5]2[S:13][CH2:14][C:15](=[O:17])[NH:1][C:4]=2[CH:9]=1. The yield is 0.520. (7) The reactants are Br[C:2]1[C:3]([C:8]#[N:9])=[N:4][CH:5]=[CH:6][CH:7]=1.[Br:10][C:11]1[CH:12]=[C:13]([CH:17]=[CH:18][CH:19]=1)[C:14](Cl)=[O:15]. The product is [Br:10][C:11]1[CH:12]=[C:13]([CH:17]=[CH:18][CH:19]=1)[C:14]([C:2]1[C:3]([C:8]#[N:9])=[N:4][CH:5]=[CH:6][CH:7]=1)=[O:15]. The yield is 0.460. No catalyst specified. (8) The product is [CH2:16]([O:15][C:11]1[CH:10]=[C:9]([F:18])[C:8]([CH:5]([O:6][CH3:7])[C:4]([OH:19])=[O:3])=[C:13]([F:14])[CH:12]=1)[CH3:17]. The yield is 0.980. The catalyst is C1COCC1.CO. The reactants are C([O:3][C:4](=[O:19])[CH:5]([C:8]1[C:13]([F:14])=[CH:12][C:11]([O:15][CH2:16][CH3:17])=[CH:10][C:9]=1[F:18])[O:6][CH3:7])C.[Li+].[OH-].Cl. (9) The reactants are [OH:1][C:2]1[CH:7]=[CH:6][C:5]([CH2:8][C:9]([O:11][CH3:12])=[O:10])=[CH:4][CH:3]=1.N1C=CN=C1.[CH:18]([Si:21](Cl)([CH:25]([CH3:27])[CH3:26])[CH:22]([CH3:24])[CH3:23])([CH3:20])[CH3:19].O. The catalyst is CN(C=O)C. The product is [CH:18]([Si:21]([CH:25]([CH3:27])[CH3:26])([CH:22]([CH3:24])[CH3:23])[O:1][C:2]1[CH:3]=[CH:4][C:5]([CH2:8][C:9]([O:11][CH3:12])=[O:10])=[CH:6][CH:7]=1)([CH3:20])[CH3:19]. The yield is 0.930.